Dataset: Full USPTO retrosynthesis dataset with 1.9M reactions from patents (1976-2016). Task: Predict the reactants needed to synthesize the given product. (1) Given the product [Cl:1][C:2]1[C:10]([Cl:11])=[C:9]2[C:5]([CH2:6][C:7]([CH:14]3[CH2:18][CH2:17][CH2:16][CH2:15]3)([CH3:13])[C:8]2=[O:12])=[CH:4][C:3]=1[O:19][CH2:21][C:22]1[CH:23]=[CH:24][C:25]([N:28]2[CH:32]=[CH:31][CH:30]=[N:29]2)=[CH:26][CH:27]=1, predict the reactants needed to synthesize it. The reactants are: [Cl:1][C:2]1[C:10]([Cl:11])=[C:9]2[C:5]([CH2:6][C:7]([CH:14]3[CH2:18][CH2:17][CH2:16][CH2:15]3)([CH3:13])[C:8]2=[O:12])=[CH:4][C:3]=1[OH:19].Br[CH2:21][C:22]1[CH:27]=[CH:26][C:25]([N:28]2[CH:32]=[CH:31][CH:30]=[N:29]2)=[CH:24][CH:23]=1.C(=O)([O-])[O-].[Cs+].[Cs+]. (2) Given the product [O:25]1[CH2:24][CH:23]1[CH2:21][N:1]1[C:9]2[C:4](=[CH:5][CH:6]=[CH:7][CH:8]=2)[C:3]([CH:10]=[O:11])=[CH:2]1, predict the reactants needed to synthesize it. The reactants are: [NH:1]1[C:9]2[C:4](=[CH:5][CH:6]=[CH:7][CH:8]=2)[C:3]([CH:10]=[O:11])=[CH:2]1.[OH-].[K+].S([O-])([O-])(=O)=O.[Na+].[Na+].[CH2:21]([CH:23]1[O:25][CH2:24]1)Cl. (3) Given the product [OH:8][CH2:9][CH2:10][CH2:11][N:12]1[N:16]=[N:15][C:14]([C:17]2[CH:18]=[C:19]([C:23]#[C:24][C:25]3[CH:26]=[C:27]([NH:31][C:32]([C:34]4[O:35][CH:36]=[CH:37][C:38]=4[CH3:39])=[O:33])[CH:28]=[CH:29][CH:30]=3)[CH:20]=[N:21][CH:22]=2)=[N:13]1, predict the reactants needed to synthesize it. The reactants are: [Si]([O:8][CH2:9][CH2:10][CH2:11][N:12]1[N:16]=[N:15][C:14]([C:17]2[CH:18]=[C:19]([C:23]#[C:24][C:25]3[CH:26]=[C:27]([NH:31][C:32]([C:34]4[O:35][CH:36]=[CH:37][C:38]=4[CH3:39])=[O:33])[CH:28]=[CH:29][CH:30]=3)[CH:20]=[N:21][CH:22]=2)=[N:13]1)(C(C)(C)C)(C)C.[F-].C([N+](CCCC)(CCCC)CCCC)CCC. (4) Given the product [CH2:28]([O:27][C:25]([C:18]1([CH2:19][C:20]([O:22][CH2:23][CH3:24])=[O:21])[O:1][N:2]([CH3:17])[C:3]([C:4]2[CH:9]=[CH:8][CH:7]=[CH:6][C:5]=2[N:10]2[CH2:15][CH2:14][O:13][CH2:12][CH2:11]2)=[N:16]1)=[O:26])[CH3:29], predict the reactants needed to synthesize it. The reactants are: [OH:1][N:2]([CH3:17])[C:3](=[NH:16])[C:4]1[CH:9]=[CH:8][CH:7]=[CH:6][C:5]=1[N:10]1[CH2:15][CH2:14][O:13][CH2:12][CH2:11]1.[C:18]([C:25]([O:27][CH2:28][CH3:29])=[O:26])#[C:19][C:20]([O:22][CH2:23][CH3:24])=[O:21]. (5) Given the product [F:31][CH:32]([F:36])[CH2:33][N:34]([CH3:35])[C:28]([CH:26]1[CH2:25][CH2:24][C:23]2[C:16]3[C:15]([NH:14][C:6]4[CH:7]=[C:8]5[C:12](=[CH:13][C:5]=4[O:4][CH:2]([CH3:1])[CH3:3])[NH:11][N:10]=[CH:9]5)=[N:20][CH:19]=[N:18][C:17]=3[S:21][C:22]=2[CH2:27]1)=[O:30], predict the reactants needed to synthesize it. The reactants are: [CH3:1][CH:2]([O:4][C:5]1[CH:13]=[C:12]2[C:8]([CH:9]=[N:10][NH:11]2)=[CH:7][C:6]=1[NH:14][C:15]1[C:16]2[C:23]3[CH2:24][CH2:25][CH:26]([C:28]([OH:30])=O)[CH2:27][C:22]=3[S:21][C:17]=2[N:18]=[CH:19][N:20]=1)[CH3:3].[F:31][CH:32]([F:36])[CH2:33][NH:34][CH3:35]. (6) Given the product [CH2:1]([N:3]([C@@H:18]([CH3:19])[CH2:20][C:21]1[O:22][C:25]([C:26]2[CH:27]=[CH:28][C:29]([F:32])=[CH:30][CH:31]=2)=[N:24][N:23]=1)[C:4](=[O:17])[C:5]1[CH:10]=[C:9]([CH3:11])[CH:8]=[CH:7][C:6]=1[N:12]1[N:16]=[CH:15][CH:14]=[N:13]1)[CH3:2], predict the reactants needed to synthesize it. The reactants are: [CH2:1]([N:3]([C@H:18]([CH2:20][C:21]([NH:23][NH:24][C:25](=O)[C:26]1[CH:31]=[CH:30][C:29]([F:32])=[CH:28][CH:27]=1)=[O:22])[CH3:19])[C:4](=[O:17])[C:5]1[CH:10]=[C:9]([CH3:11])[CH:8]=[CH:7][C:6]=1[N:12]1[N:16]=[CH:15][CH:14]=[N:13]1)[CH3:2].